From a dataset of Forward reaction prediction with 1.9M reactions from USPTO patents (1976-2016). Predict the product of the given reaction. (1) Given the reactants [OH-].[Na+].[Br:3][C:4]1[CH:5]=[C:6]([C:17]([O:19]CC)=O)[C:7]2[CH:12]=[N:11][N:10]([CH:13]3[CH2:16][O:15][CH2:14]3)[C:8]=2[N:9]=1.[NH2:22][CH2:23][C:24]1[C:25](=[O:32])[NH:26][C:27]([CH3:31])=[CH:28][C:29]=1[CH3:30].C1CN([P+](ON2N=NC3C=CC=CC2=3)(N2CCCC2)N2CCCC2)CC1.F[P-](F)(F)(F)(F)F, predict the reaction product. The product is: [Br:3][C:4]1[CH:5]=[C:6]([C:17]([NH:22][CH2:23][C:24]2[C:25](=[O:32])[NH:26][C:27]([CH3:31])=[CH:28][C:29]=2[CH3:30])=[O:19])[C:7]2[CH:12]=[N:11][N:10]([CH:13]3[CH2:14][O:15][CH2:16]3)[C:8]=2[N:9]=1. (2) Given the reactants [H-].[Na+].NC1C=CC=CC=1.[CH3:10][C:11]1[CH2:15][C:14]([CH3:16])=[C:13]([CH3:17])[C:12]=1[CH3:18].Cl[Si:20]([C:33]1[CH:38]=[CH:37][CH:36]=[CH:35][CH:34]=1)([C:27]1[CH:32]=[CH:31][CH:30]=[CH:29][CH:28]=1)[C:21]1[CH:26]=[CH:25][CH:24]=[CH:23][CH:22]=1.C(=O)([O-])O.[Na+].C(=O)([O-])[O-].[Na+].[Na+], predict the reaction product. The product is: [C:33]1([Si:20]([C:21]2[CH:22]=[CH:23][CH:24]=[CH:25][CH:26]=2)([C:27]2[CH:32]=[CH:31][CH:30]=[CH:29][CH:28]=2)[C:15]2[CH:14]([CH3:16])[C:13]([CH3:17])=[C:12]([CH3:18])[C:11]=2[CH3:10])[CH:34]=[CH:35][CH:36]=[CH:37][CH:38]=1. (3) Given the reactants [Cl:1][C:2]1[C:3]2[CH2:10][C:9](=[O:11])[NH:8][C:4]=2[N:5]=[CH:6][N:7]=1.[CH3:12][C:13]1[C:17]([CH2:18][CH2:19][CH2:20][N:21]2[CH2:26][CH2:25][O:24][CH2:23][CH2:22]2)=[C:16]([CH3:27])[NH:15][C:14]=1[CH:28]=O.N1CCCCC1, predict the reaction product. The product is: [Cl:1][C:2]1[C:3]2[C:10](=[CH:28][C:14]3[NH:15][C:16]([CH3:27])=[C:17]([CH2:18][CH2:19][CH2:20][N:21]4[CH2:22][CH2:23][O:24][CH2:25][CH2:26]4)[C:13]=3[CH3:12])[C:9](=[O:11])[NH:8][C:4]=2[N:5]=[CH:6][N:7]=1. (4) Given the reactants [Cl:1][C:2]1[CH:18]=[CH:17][C:5]([C:6]([N:8]([C:10]2[CH:15]=[CH:14][CH:13]=[CH:12][C:11]=2[OH:16])[CH3:9])=[O:7])=[CH:4][C:3]=1[C:19]1[CH:20]=[N:21][C:22]([C:27]([F:30])([F:29])[F:28])=[CH:23][C:24]=1[C:25]#[N:26].[N:31]1[CH:36]=[CH:35][CH:34]=[CH:33][C:32]=1[O:37][CH2:38][CH2:39]OS(C)(=O)=O.C([O-])([O-])=O.[K+].[K+], predict the reaction product. The product is: [Cl:1][C:2]1[CH:18]=[CH:17][C:5]([C:6]([N:8]([CH3:9])[C:10]2[CH:15]=[CH:14][CH:13]=[CH:12][C:11]=2[O:16][CH2:39][CH2:38][O:37][C:32]2[CH:33]=[CH:34][CH:35]=[CH:36][N:31]=2)=[O:7])=[CH:4][C:3]=1[C:19]1[CH:20]=[N:21][C:22]([C:27]([F:30])([F:28])[F:29])=[CH:23][C:24]=1[C:25]#[N:26]. (5) Given the reactants [Al+3].[Cl-].[Cl-].[Cl-].[F:5][C:6]1[CH:7]=[C:8]([CH2:13][CH2:14][C:15](Cl)=[O:16])[CH:9]=[CH:10][C:11]=1[F:12], predict the reaction product. The product is: [F:5][C:6]1[CH:7]=[C:8]2[C:9](=[CH:10][C:11]=1[F:12])[C:15](=[O:16])[CH2:14][CH2:13]2. (6) Given the reactants [F:1][C:2]1[CH:7]=[CH:6][C:5]([C:8]2[CH:13]=[CH:12][N:11]=[CH:10][C:9]=2[N:14]([CH3:34])[C:15]([C:17]2[CH:18]=[C:19](SCCC(OC)=O)[CH:20]=[C:21]([C:23]([F:26])([F:25])[F:24])[CH:22]=2)=[O:16])=[C:4]([O:35][CH3:36])[CH:3]=1.O[O:38][S:39]([O-:41])=O.[K+].[NH4+].[Cl-].C[CH2:46][O:47][C:48]([CH3:50])=[O:49].[CH3:51]O, predict the reaction product. The product is: [CH3:46][O:47][C:48](=[O:49])[CH2:50][CH2:51][S:39]([C:19]1[CH:20]=[C:21]([C:23]([F:26])([F:25])[F:24])[CH:22]=[C:17]([C:15](=[O:16])[N:14]([C:9]2[CH:10]=[N:11][CH:12]=[CH:13][C:8]=2[C:5]2[CH:6]=[CH:7][C:2]([F:1])=[CH:3][C:4]=2[O:35][CH3:36])[CH3:34])[CH:18]=1)(=[O:41])=[O:38]. (7) Given the reactants [NH2:1][C:2]1[CH:7]=[CH:6][C:5]([C:8]([C:10]2[CH:11]=[CH:12][CH:13]=[C:14]3[C:18]=2[NH:17][CH2:16][CH2:15]3)=[O:9])=[CH:4][CH:3]=1.Cl[C:20]1[N:25]=[C:24]([NH:26][C:27]2[CH:28]=[N:29][C:30]3[C:35]([CH:36]=2)=[CH:34][CH:33]=[CH:32][CH:31]=3)[CH:23]=[CH:22][N:21]=1.C(OCC)(=O)C.O, predict the reaction product. The product is: [NH:17]1[C:18]2[C:14](=[CH:13][CH:12]=[CH:11][C:10]=2[C:8]([C:5]2[CH:4]=[CH:3][C:2]([NH:1][C:20]3[N:25]=[C:24]([NH:26][C:27]4[CH:28]=[N:29][C:30]5[C:35]([CH:36]=4)=[CH:34][CH:33]=[CH:32][CH:31]=5)[CH:23]=[CH:22][N:21]=3)=[CH:7][CH:6]=2)=[O:9])[CH2:15][CH2:16]1.